Task: Predict the reactants needed to synthesize the given product.. Dataset: Full USPTO retrosynthesis dataset with 1.9M reactions from patents (1976-2016) (1) Given the product [CH2:52]([O:54][C:55](=[O:62])[C@@H:56]([NH:57][C:14](=[O:16])[C:13]1[CH:12]=[CH:11][C:10]([N:7]2[CH2:6][CH2:5][CH:4]([CH:3]([O:2][CH3:1])[O:19][CH3:20])[CH2:9][CH2:8]2)=[CH:18][CH:17]=1)[CH2:58][CH:59]([CH3:60])[CH3:61])[CH3:53], predict the reactants needed to synthesize it. The reactants are: [CH3:1][O:2][CH:3]([O:19][CH3:20])[CH:4]1[CH2:9][CH2:8][N:7]([C:10]2[CH:18]=[CH:17][C:13]([C:14]([OH:16])=O)=[CH:12][CH:11]=2)[CH2:6][CH2:5]1.Cl.CN(C)CCCN=C=NCC.C(N1CCOCC1)C.OC1C2N=NNC=2C=CC=1.Cl.[CH2:52]([O:54][C:55](=[O:62])[C@H:56]([CH2:58][CH:59]([CH3:61])[CH3:60])[NH2:57])[CH3:53]. (2) Given the product [Br:10][C:11]1[C:12]([NH:18][C:19]2([CH2:20][NH:21][C:22](=[O:28])[O:23][C:24]([CH3:25])([CH3:26])[CH3:27])[CH2:29][CH2:31][CH2:7][CH2:2]2)=[N:13][C:14]([Cl:17])=[N:15][CH:16]=1, predict the reactants needed to synthesize it. The reactants are: Br[C:2]1C(Cl)=NC(Cl)=N[CH:7]=1.[Br:10][C:11]1[C:12]([NH:18][CH:19]([CH:29]([CH3:31])C)[CH2:20][NH:21][C:22](=[O:28])[O:23][C:24]([CH3:27])([CH3:26])[CH3:25])=[N:13][C:14]([Cl:17])=[N:15][CH:16]=1. (3) Given the product [C:1]([O:4][C@@H:5]1[C@H:9]([O:10][C:11](=[O:13])[CH3:12])[C@@H:8]([C:14]#[CH:15])[O:7][C@H:6]1[N:16]1[CH:24]=[N:23][C:22]2[C:17]1=[N:18][CH:19]=[N:20][C:21]=2[NH:30][C:29]1[CH:31]=[CH:32][C:33]([F:34])=[C:27]([F:26])[CH:28]=1)(=[O:3])[CH3:2], predict the reactants needed to synthesize it. The reactants are: [C:1]([O:4][C@@H:5]1[C@H:9]([O:10][C:11](=[O:13])[CH3:12])[C@@H:8]([C:14]#[CH:15])[O:7][C@H:6]1[N:16]1[CH:24]=[N:23][C:22]2[C:17]1=[N:18][CH:19]=[N:20][C:21]=2Cl)(=[O:3])[CH3:2].[F:26][C:27]1[CH:28]=[C:29]([CH:31]=[CH:32][C:33]=1[F:34])[NH2:30]. (4) Given the product [Cl:1][C:2]1[C:7]([F:8])=[CH:6][CH:5]=[CH:4][C:3]=1[C@:9]1([CH3:10])[CH2:11][C@@H:12]([C:13]([F:14])([F:15])[F:16])[O:17][C:41]([NH:40][C:32](=[O:39])[C:33]2[CH:38]=[CH:37][CH:36]=[CH:35][CH:34]=2)=[N:18]1, predict the reactants needed to synthesize it. The reactants are: [Cl:1][C:2]1[C:7]([F:8])=[CH:6][CH:5]=[CH:4][C:3]=1[C@@:9]([NH:18][S@@](C(C)(C)C)=O)([CH2:11][C@H:12]([OH:17])[C:13]([F:16])([F:15])[F:14])[CH3:10].Cl.O1CCOCC1.[C:32]([N:40]=[C:41]=S)(=[O:39])[C:33]1[CH:38]=[CH:37][CH:36]=[CH:35][CH:34]=1.C(N(CC)CC)C.Cl.CN(C)CCCN=C=NCC.